The task is: Predict the product of the given reaction.. This data is from Forward reaction prediction with 1.9M reactions from USPTO patents (1976-2016). (1) Given the reactants [H-].[Al+3].[Li+].[H-].[H-].[H-].[C:7]1(=O)[C:13]2[CH:14]=[CH:15][CH:16]=[CH:17][C:12]=2[CH2:11][CH2:10][CH2:9][NH:8]1.[OH-].[K+], predict the reaction product. The product is: [CH2:7]1[C:13]2[CH:14]=[CH:15][CH:16]=[CH:17][C:12]=2[CH2:11][CH2:10][CH2:9][NH:8]1. (2) Given the reactants [CH3:1][O:2][C:3]1[CH:4]=[C:5]([NH:11][C:12]2[N:17]=[C:16]([NH:18][C:19]3[CH:24]=[CH:23][CH:22]=[CH:21][C:20]=3[S:25]([CH3:28])(=[O:27])=[O:26])[C:15]([C:29](O)=[O:30])=[CH:14][N:13]=2)[CH:6]=[C:7]([O:9][CH3:10])[CH:8]=1.[Cl-].[NH4+].F[P-](F)(F)(F)(F)F.[N:41]1(O[P+](N(C)C)(N(C)C)N(C)C)C2C=CC=CC=2N=N1, predict the reaction product. The product is: [CH3:1][O:2][C:3]1[CH:4]=[C:5]([NH:11][C:12]2[N:17]=[C:16]([NH:18][C:19]3[CH:24]=[CH:23][CH:22]=[CH:21][C:20]=3[S:25]([CH3:28])(=[O:26])=[O:27])[C:15]([C:29]([NH2:41])=[O:30])=[CH:14][N:13]=2)[CH:6]=[C:7]([O:9][CH3:10])[CH:8]=1.